From a dataset of Full USPTO retrosynthesis dataset with 1.9M reactions from patents (1976-2016). Predict the reactants needed to synthesize the given product. (1) The reactants are: [Br:1][C:2]1[N:7]=[C:6]([CH2:8][C:9]#[N:10])[CH:5]=[CH:4][CH:3]=1.[N-:11]=[N+:12]=[N-:13].[Na+]. Given the product [Br:1][C:2]1[CH:3]=[CH:4][CH:5]=[C:6]([CH2:8][C:9]2[N:11]=[N:12][NH:13][N:10]=2)[N:7]=1, predict the reactants needed to synthesize it. (2) The reactants are: [CH2:1]([C:3]1[CH:8]=[CH:7][C:6]([C:9]2[N:14]=[C:13]([N:15]([CH3:35])[CH2:16][CH2:17][CH2:18][O:19][C:20]3[CH:21]=[C:22]4[C:26](=[CH:27][CH:28]=3)[C@H:25]([CH2:29][C:30]([O:32]CC)=[O:31])[CH2:24][CH2:23]4)[C:12]([C:36]([F:39])([F:38])[F:37])=[CH:11][CH:10]=2)=[CH:5][CH:4]=1)[CH3:2].[Li+].[OH-].O.[CH2:43]1COC[CH2:44]1. Given the product [CH2:43]([CH:29]([C@H:25]1[C:26]2[C:22](=[CH:21][C:20]([O:19][CH2:18][CH2:17][CH2:16][N:15]([C:13]3[C:12]([C:36]([F:37])([F:38])[F:39])=[CH:11][CH:10]=[C:9]([C:6]4[CH:7]=[CH:8][C:3]([CH2:1][CH3:2])=[CH:4][CH:5]=4)[N:14]=3)[CH3:35])=[CH:28][CH:27]=2)[CH2:23][CH2:24]1)[C:30]([OH:32])=[O:31])[CH3:44], predict the reactants needed to synthesize it. (3) Given the product [C:1]1([C:7]2[CH:12]=[C:11]([C:13]3[CH:14]=[CH:15][CH:16]=[CH:17][CH:18]=3)[N:10]=[C:9]([O:19][CH2:20][CH2:21][CH2:22][CH2:23][C:24]([C:27]3[N:31]([CH2:32][CH2:33][CH2:34][CH2:35][C:36]([OH:38])=[O:37])[N:30]=[N:29][N:28]=3)([CH3:26])[CH3:25])[CH:8]=2)[CH:2]=[CH:3][CH:4]=[CH:5][CH:6]=1, predict the reactants needed to synthesize it. The reactants are: [C:1]1([C:7]2[CH:12]=[C:11]([C:13]3[CH:18]=[CH:17][CH:16]=[CH:15][CH:14]=3)[N:10]=[C:9]([O:19][CH2:20][CH2:21][CH2:22][CH2:23][C:24]([C:27]3[N:31]([CH2:32][CH2:33][CH2:34][CH2:35][C:36]([O:38]CC)=[O:37])[N:30]=[N:29][N:28]=3)([CH3:26])[CH3:25])[CH:8]=2)[CH:6]=[CH:5][CH:4]=[CH:3][CH:2]=1.[Li+].[OH-]. (4) Given the product [CH2:33]([O:35][C:36]1[CH:41]=[CH:40][C:39]([S:42]([N:45]2[CH2:50][CH2:49][N:48]([CH2:2][CH2:1][OH:3])[CH2:47][CH2:46]2)(=[O:43])=[O:44])=[CH:38][C:37]=1[C:54]1[NH:59][C:58](=[O:60])[C:57]2=[C:61]([CH3:65])[N:62]=[C:63]([CH3:64])[N:56]2[N:55]=1)[CH3:34], predict the reactants needed to synthesize it. The reactants are: [CH2:1]([O:3]C1C=CC(S(Cl)(=O)=O)=CC=1C1NC(=O)C2=C(C)N=C(C)N2N=1)[CH3:2].ON1CCNCC1.[CH2:33]([O:35][C:36]1[CH:41]=[CH:40][C:39]([S:42]([N:45]2[CH2:50][CH2:49][N:48](O)[CH2:47][CH:46]2CC)(=[O:44])=[O:43])=[CH:38][C:37]=1[C:54]1[NH:59][C:58](=[O:60])[C:57]2=[C:61]([CH3:65])[N:62]=[C:63]([CH3:64])[N:56]2[N:55]=1)[CH3:34]. (5) Given the product [F:14][C:15]1[CH:22]=[C:21]([O:23][CH3:24])[CH:20]=[CH:19][C:16]=1[CH:17]=[N:1][C:2]1[CH:11]=[CH:10][CH:9]=[C:8]2[C:3]=1[CH:4]=[CH:5][C:6](=[O:13])[NH:7]2, predict the reactants needed to synthesize it. The reactants are: [NH2:1][C:2]1[CH:11]=[C:10](F)[CH:9]=[C:8]2[C:3]=1[CH:4]=[CH:5][C:6](=[O:13])[NH:7]2.[F:14][C:15]1[CH:22]=[C:21]([O:23][CH3:24])[CH:20]=[CH:19][C:16]=1[CH:17]=O.C(O)(=O)C. (6) The reactants are: [BH4-].[Na+].[CH3:3][C:4]1[C:8]([CH2:9][N:10]2[C:18](=[O:19])[C:17]3[C:12](=[CH:13][CH:14]=[CH:15][CH:16]=3)[C:11]2=[O:20])=[C:7]([CH3:21])[O:6][N:5]=1. Given the product [CH3:3][C:4]1[C:8]([CH2:9][N:10]2[CH:18]([OH:19])[C:17]3[C:12](=[CH:13][CH:14]=[CH:15][CH:16]=3)[C:11]2=[O:20])=[C:7]([CH3:21])[O:6][N:5]=1, predict the reactants needed to synthesize it. (7) Given the product [CH:6]1([C:9]([NH:11][C:12]2[N:29]=[C:15]3[CH:16]=[CH:17][CH:18]=[C:19]([C:20]4[CH:28]=[CH:27][C:23]([C:24]([Cl:33])=[O:25])=[CH:22][CH:21]=4)[N:14]3[N:13]=2)=[O:10])[CH2:8][CH2:7]1, predict the reactants needed to synthesize it. The reactants are: CN(C=O)C.[CH:6]1([C:9]([NH:11][C:12]2[N:29]=[C:15]3[CH:16]=[CH:17][CH:18]=[C:19]([C:20]4[CH:28]=[CH:27][C:23]([C:24](O)=[O:25])=[CH:22][CH:21]=4)[N:14]3[N:13]=2)=[O:10])[CH2:8][CH2:7]1.C(Cl)(=O)C([Cl:33])=O. (8) Given the product [CH3:1][O:2][C:3](=[O:10])[CH:4]([CH3:9])[CH2:5][CH2:6][CH2:7][N:15]1[CH2:16][CH2:17][CH2:18][O:12][CH2:13][CH2:14]1, predict the reactants needed to synthesize it. The reactants are: [CH3:1][O:2][C:3](=[O:10])[CH:4]([CH3:9])[CH2:5][CH2:6][CH2:7]Br.Cl.[O:12]1[CH2:18][CH2:17][CH2:16][NH:15][CH2:14][CH2:13]1.C(N(CC)CC)C.[I-].[Na+]. (9) Given the product [CH2:15]([O:33][CH:10]([O:11][CH2:15][CH2:16][CH2:17][CH2:18][CH2:19][CH2:20][CH2:21][CH2:22]/[CH:23]=[CH:24]\[CH2:25]/[CH:26]=[CH:27]\[CH2:28][CH2:29][CH2:30][CH2:31][CH3:32])[C@H:9]1[CH2:12][CH2:13][CH2:14][NH:8]1)[CH2:16][CH2:17][CH2:18][CH2:19][CH2:20][CH2:21][CH2:22]/[CH:23]=[CH:24]\[CH2:25]/[CH:26]=[CH:27]\[CH2:28][CH2:29][CH2:30][CH2:31][CH3:32], predict the reactants needed to synthesize it. The reactants are: C([N:8]1[CH2:14][CH2:13][CH2:12][C@@H:9]1[CH:10]=[O:11])(OC(C)(C)C)=O.[CH2:15]([OH:33])[CH2:16][CH2:17][CH2:18][CH2:19][CH2:20][CH2:21][CH2:22]/[CH:23]=[CH:24]\[CH2:25]/[CH:26]=[CH:27]\[CH2:28][CH2:29][CH2:30][CH2:31][CH3:32].ClCCl.